Predict the product of the given reaction. From a dataset of Forward reaction prediction with 1.9M reactions from USPTO patents (1976-2016). Given the reactants C(OC([N:8]1[CH2:12][C@@H:11]([CH2:13][N:14]([CH:31]([CH3:33])[CH3:32])[C:15](=[O:30])[C:16]2[CH:21]=[CH:20][C:19]([O:22][CH3:23])=[C:18]([O:24][CH2:25][CH2:26][CH2:27][O:28][CH3:29])[CH:17]=2)[C@H:10]([NH2:34])[CH2:9]1)=O)(C)(C)C.[C:35]1([CH2:41][CH:42]=O)[CH:40]=[CH:39][CH:38]=[CH:37][CH:36]=1.CC#N.O.CC#N, predict the reaction product. The product is: [CH:31]([N:14]([CH2:13][C@@H:11]1[C@@H:10]([NH:34][CH2:42][CH2:41][C:35]2[CH:40]=[CH:39][CH:38]=[CH:37][CH:36]=2)[CH2:9][NH:8][CH2:12]1)[C:15](=[O:30])[C:16]1[CH:21]=[CH:20][C:19]([O:22][CH3:23])=[C:18]([O:24][CH2:25][CH2:26][CH2:27][O:28][CH3:29])[CH:17]=1)([CH3:32])[CH3:33].